Dataset: Full USPTO retrosynthesis dataset with 1.9M reactions from patents (1976-2016). Task: Predict the reactants needed to synthesize the given product. (1) Given the product [CH3:15][C@H:4]1[C@H:3]([CH3:16])[C@@H:2]([NH:1][C:22]2[CH:21]=[CH:20][N:18]=[C:24]([CH3:25])[CH:23]=2)[C:11]2[C:6](=[CH:7][CH:8]=[CH:9][CH:10]=2)[N:5]1[C:12](=[O:14])[CH3:13], predict the reactants needed to synthesize it. The reactants are: [NH2:1][C@H:2]1[C:11]2[C:6](=[CH:7][CH:8]=[CH:9][CH:10]=2)[N:5]([C:12](=[O:14])[CH3:13])[C@@H:4]([CH3:15])[C@@H:3]1[CH3:16].C[N:18]([C:20]1[C:25](C2C(P(C3CCCCC3)C3CCCCC3)=CC=CC=2)=[CH:24][CH:23]=[CH:22][CH:21]=1)C.CC(C)([O-])C.[Na+].BrC1C=CN=C(C)C=1. (2) Given the product [C:1]([N:4]1[C:13]2[C:8](=[CH:9][C:10]([C:14]([NH:58][CH2:57][CH2:56][CH2:55][O:54][CH3:53])=[O:15])=[CH:11][CH:12]=2)[C@H:7]([NH:17][C:18]2[CH:23]=[CH:22][CH:21]=[C:20]([CH3:24])[N:19]=2)[C@@H:6]([CH3:25])[C@@H:5]1[CH:26]1[CH2:28][CH2:27]1)(=[O:3])[CH3:2], predict the reactants needed to synthesize it. The reactants are: [C:1]([N:4]1[C:13]2[C:8](=[CH:9][C:10]([C:14](O)=[O:15])=[CH:11][CH:12]=2)[C@H:7]([NH:17][C:18]2[CH:23]=[CH:22][CH:21]=[C:20]([CH3:24])[N:19]=2)[C@@H:6]([CH3:25])[C@@H:5]1[CH:26]1[CH2:28][CH2:27]1)(=[O:3])[CH3:2].CN(C(ON1N=NC2C=CC=NC1=2)=[N+](C)C)C.F[P-](F)(F)(F)(F)F.[CH3:53][O:54][CH2:55][CH2:56][CH2:57][NH2:58].CCN(C(C)C)C(C)C. (3) The reactants are: [N+:1]([C:4]1[CH:5]=[C:6]([C:10]2[N:11]=[N:12][NH:13][N:14]=2)[CH:7]=[CH:8][CH:9]=1)([O-:3])=[O:2].I[CH:16]([CH3:18])[CH3:17].C(=O)([O-])[O-].[K+].[K+].C(OCC)(=O)C. Given the product [CH:16]([N:12]1[N:13]=[N:14][C:10]([C:6]2[CH:7]=[CH:8][CH:9]=[C:4]([N+:1]([O-:3])=[O:2])[CH:5]=2)=[N:11]1)([CH3:18])[CH3:17], predict the reactants needed to synthesize it.